Dataset: NCI-60 drug combinations with 297,098 pairs across 59 cell lines. Task: Regression. Given two drug SMILES strings and cell line genomic features, predict the synergy score measuring deviation from expected non-interaction effect. (1) Drug 1: CCC1=C2CN3C(=CC4=C(C3=O)COC(=O)C4(CC)O)C2=NC5=C1C=C(C=C5)O. Drug 2: CS(=O)(=O)OCCCCOS(=O)(=O)C. Cell line: CAKI-1. Synergy scores: CSS=26.8, Synergy_ZIP=7.47, Synergy_Bliss=10.7, Synergy_Loewe=-22.7, Synergy_HSA=4.94. (2) Synergy scores: CSS=9.28, Synergy_ZIP=-1.47, Synergy_Bliss=-2.27, Synergy_Loewe=-33.3, Synergy_HSA=-7.46. Drug 2: CC=C1C(=O)NC(C(=O)OC2CC(=O)NC(C(=O)NC(CSSCCC=C2)C(=O)N1)C(C)C)C(C)C. Drug 1: CC1C(C(=O)NC(C(=O)N2CCCC2C(=O)N(CC(=O)N(C(C(=O)O1)C(C)C)C)C)C(C)C)NC(=O)C3=C4C(=C(C=C3)C)OC5=C(C(=O)C(=C(C5=N4)C(=O)NC6C(OC(=O)C(N(C(=O)CN(C(=O)C7CCCN7C(=O)C(NC6=O)C(C)C)C)C)C(C)C)C)N)C. Cell line: COLO 205.